From a dataset of Full USPTO retrosynthesis dataset with 1.9M reactions from patents (1976-2016). Predict the reactants needed to synthesize the given product. (1) Given the product [N:36]1([S:33]([N:6]([CH2:5][C:4]([OH:45])=[O:3])[CH2:7][C:8]2[CH:13]=[CH:12][CH:11]=[C:10]([O:14][CH2:15][CH2:16][C:17]3[N:18]=[C:19]([C:23]4[CH:24]=[CH:25][C:26]([C:29]([F:30])([F:31])[F:32])=[CH:27][CH:28]=4)[O:20][C:21]=3[CH3:22])[CH:9]=2)(=[O:35])=[O:34])[C:44]2[C:39](=[CH:40][CH:41]=[CH:42][CH:43]=2)[CH2:38][CH2:37]1, predict the reactants needed to synthesize it. The reactants are: C([O:3][C:4](=[O:45])[CH2:5][N:6]([S:33]([N:36]1[C:44]2[C:39](=[CH:40][CH:41]=[CH:42][CH:43]=2)[CH2:38][CH2:37]1)(=[O:35])=[O:34])[CH2:7][C:8]1[CH:13]=[CH:12][CH:11]=[C:10]([O:14][CH2:15][CH2:16][C:17]2[N:18]=[C:19]([C:23]3[CH:28]=[CH:27][C:26]([C:29]([F:32])([F:31])[F:30])=[CH:25][CH:24]=3)[O:20][C:21]=2[CH3:22])[CH:9]=1)C.O.[OH-].[Li+]. (2) Given the product [O:1]1[CH:5]=[CH:4][CH:3]=[C:2]1[CH2:6][N:7]([CH2:15][C:14]1[CH:18]=[CH:19][C:11]([O:33][CH3:30])=[CH:12][CH:13]=1)[S:8]([C:11]1[CH:19]=[CH:18][C:14]([C:15]([O:17][CH2:26][C:25]2[CH:28]=[CH:29][C:22]([O:21][CH3:20])=[CH:23][CH:24]=2)=[O:16])=[CH:13][CH:12]=1)(=[O:10])=[O:9], predict the reactants needed to synthesize it. The reactants are: [O:1]1[CH:5]=[CH:4][CH:3]=[C:2]1[CH2:6][NH:7][S:8]([C:11]1[CH:19]=[CH:18][C:14]([C:15]([OH:17])=[O:16])=[CH:13][CH:12]=1)(=[O:10])=[O:9].[CH3:20][O:21][C:22]1[CH:29]=[CH:28][C:25]([CH2:26]Cl)=[CH:24][CH:23]=1.[C:30](=[O:33])([O-])[O-].[Cs+].[Cs+]. (3) Given the product [C:1]([O:4][CH2:5][C:6](=[O:31])[C@:7]1([O:30][Si:38]([CH3:40])([CH3:39])[CH3:37])[C@:24]2([CH3:25])[C@H:10]([C@H:11]3[C@:21]([F:27])([C@@H:22]([O:26][Si:38]([CH3:40])([CH3:39])[CH3:37])[CH2:23]2)[C@:19]2([CH3:20])[C:14](=[CH:15][C:16](=[O:28])[CH:17]=[CH:18]2)[CH2:13][CH2:12]3)[CH2:9][C@@H:8]1[CH3:29])(=[O:3])[CH3:2], predict the reactants needed to synthesize it. The reactants are: [C:1]([O:4][CH2:5][C:6](=[O:31])[C@:7]1([OH:30])[C@:24]2([CH3:25])[C@H:10]([C@H:11]3[C@:21]([F:27])([C@@H:22]([OH:26])[CH2:23]2)[C@:19]2([CH3:20])[C:14](=[CH:15][C:16](=[O:28])[CH:17]=[CH:18]2)[CH2:13][CH2:12]3)[CH2:9][C@@H:8]1[CH3:29])(=[O:3])[CH3:2].N1C=CN=C1.[CH3:37][Si:38](Cl)([CH3:40])[CH3:39].